The task is: Predict the reactants needed to synthesize the given product.. This data is from Full USPTO retrosynthesis dataset with 1.9M reactions from patents (1976-2016). (1) Given the product [C:32]([N:8]1[CH2:9][CH2:10][C:5]([C:11]2[C:12]([O:17][CH:18]3[CH2:21][N:20]([C:22]([O:24][CH2:25][C:26]4[CH:31]=[CH:30][CH:29]=[CH:28][CH:27]=4)=[O:23])[CH2:19]3)=[N:13][CH:14]=[CH:15][N:16]=2)([OH:49])[CH2:6][CH2:7]1)(=[O:34])[CH3:33], predict the reactants needed to synthesize it. The reactants are: Cl.Cl.Cl.Cl[C:5]1([C:11]2[C:12]([O:17][CH:18]3[CH2:21][N:20]([C:22]([O:24][CH2:25][C:26]4[CH:31]=[CH:30][CH:29]=[CH:28][CH:27]=4)=[O:23])[CH2:19]3)=[N:13][CH:14]=[CH:15][N:16]=2)[CH2:10][CH2:9][NH:8][CH2:7][CH2:6]1.[C:32](N1C=CN=C1)(=[O:34])[CH3:33].CCN(C(C)C)C(C)C.[OH2:49]. (2) Given the product [CH2:71]([N:81]([CH3:82])[C:28](=[O:30])[C:24]1[CH:25]=[CH:26][CH:27]=[C:22]([C:21]([NH:20][C@@H:10]([CH2:11][C:12]2[CH:17]=[C:16]([F:18])[CH:15]=[C:14]([F:19])[CH:13]=2)[C@H:9]([OH:8])[C@H:33]2[CH2:37][CH:36]([C:52]3[CH:53]=[CH:54][CH:58]=[CH:59][CH:60]=3)[CH2:35][NH:34]2)=[O:32])[CH:23]=1)[CH2:70][CH2:93][CH3:97], predict the reactants needed to synthesize it. The reactants are: [Si]([O:8][C@H:9]([C@H:33]1[CH2:37][C@@H:36](OCCC)[CH2:35][N:34]1C(OC(C)(C)C)=O)[C@@H:10]([NH:20][C:21](=[O:32])[C:22]1[CH:27]=[CH:26][CH:25]=[C:24]([C:28]([O:30]C)=O)[CH:23]=1)[CH2:11][C:12]1[CH:17]=[C:16]([F:18])[CH:15]=[C:14]([F:19])[CH:13]=1)(C(C)(C)C)(C)C.CNC(=O)[C:52]1[CH:60]=[CH:59][CH:58]=[C:54](C(N)=O)[CH:53]=1.[Si](O[C@H:70]([C@H:93]1[CH2:97][C@@H](OCCC)CN1C(OC(C)(C)C)=O)[C@@H:71]([NH:81][C:82](=O)C1C=CC=C(C(=O)N)C=1)CC1C=C(F)C=C(F)C=1)(C(C)(C)C)(C)C. (3) The reactants are: [NH2:1][C:2]1[CH:3]=[C:4]([CH2:8][C:9]([OH:11])=[O:10])[CH:5]=[CH:6][CH:7]=1.[F:12][C:13]([F:24])([F:23])[C:14](O[C:14](=[O:15])[C:13]([F:24])([F:23])[F:12])=[O:15].C(N(CC)CC)C. Given the product [F:12][C:13]([F:24])([F:23])[C:14]([NH:1][C:2]1[CH:3]=[C:4]([CH2:8][C:9]([OH:11])=[O:10])[CH:5]=[CH:6][CH:7]=1)=[O:15], predict the reactants needed to synthesize it.